Dataset: Forward reaction prediction with 1.9M reactions from USPTO patents (1976-2016). Task: Predict the product of the given reaction. Given the reactants [CH:1]1([NH:7][C:8]2[CH:15]=[CH:14][CH:13]=[C:12]([C:16]3[CH:21]=[CH:20][CH:19]=[CH:18][CH:17]=3)[C:9]=2[C:10]#[N:11])[CH2:6][CH2:5][CH2:4][CH2:3][CH2:2]1.[H-].[Al+3].[Li+].[H-].[H-].[H-].S([O-])([O-])(=O)=O.[Na+].[Na+], predict the reaction product. The product is: [CH:1]1([NH:7][C:8]2[CH:15]=[CH:14][CH:13]=[C:12]([C:16]3[CH:21]=[CH:20][CH:19]=[CH:18][CH:17]=3)[C:9]=2[CH2:10][NH2:11])[CH2:2][CH2:3][CH2:4][CH2:5][CH2:6]1.